From a dataset of Peptide-MHC class II binding affinity with 134,281 pairs from IEDB. Regression. Given a peptide amino acid sequence and an MHC pseudo amino acid sequence, predict their binding affinity value. This is MHC class II binding data. (1) The peptide sequence is FTSLEYIEAAKWLLP. The MHC is HLA-DPA10201-DPB10101 with pseudo-sequence HLA-DPA10201-DPB10101. The binding affinity (normalized) is 0.628. (2) The peptide sequence is DVPYLTKRQDKLCGS. The MHC is HLA-DQA10501-DQB10302 with pseudo-sequence HLA-DQA10501-DQB10302. The binding affinity (normalized) is 0.